This data is from Full USPTO retrosynthesis dataset with 1.9M reactions from patents (1976-2016). The task is: Predict the reactants needed to synthesize the given product. (1) Given the product [C:31]1([C:28]2[CH:29]=[CH:30][C:25]([C:24]([N:15]3[C:16]4[CH:23]=[CH:22][CH:21]=[CH:20][C:17]=4[CH2:18][N:19]4[C:10]([C:8]([NH:7][C@H:4]([CH2:5][OH:6])[C:3]([OH:39])=[O:2])=[O:9])=[CH:11][CH:12]=[C:13]4[CH2:14]3)=[O:38])=[CH:26][C:27]=2[CH3:37])[CH2:36][CH2:35][CH2:34][CH2:33][CH:32]=1, predict the reactants needed to synthesize it. The reactants are: C[O:2][C:3](=[O:39])[C@H:4]([NH:7][C:8]([C:10]1[N:19]2[C:13]([CH2:14][N:15]([C:24](=[O:38])[C:25]3[CH:30]=[CH:29][C:28]([C:31]4[CH2:36][CH2:35][CH2:34][CH2:33][CH:32]=4)=[C:27]([CH3:37])[CH:26]=3)[C:16]3[CH:23]=[CH:22][CH:21]=[CH:20][C:17]=3[CH2:18]2)=[CH:12][CH:11]=1)=[O:9])[CH2:5][OH:6].[OH-].[Na+].Cl. (2) The reactants are: [C:1](Cl)(=[O:3])[CH3:2].Cl.Cl.[NH2:7][C:8]1[N:16]=[C:15]([O:17][CH2:18][CH2:19][CH2:20][CH3:21])[N:14]=[C:13]2[C:9]=1[NH:10][C:11](=[O:33])[N:12]2[CH2:22][CH2:23][CH2:24][NH:25][CH2:26][C:27]1[CH:32]=[CH:31][CH:30]=[CH:29][CH:28]=1.C(N(CC)CC)C. Given the product [NH2:7][C:8]1[N:16]=[C:15]([O:17][CH2:18][CH2:19][CH2:20][CH3:21])[N:14]=[C:13]2[C:9]=1[NH:10][C:11](=[O:33])[N:12]2[CH2:22][CH2:23][CH2:24][N:25]([CH2:26][C:27]1[CH:28]=[CH:29][CH:30]=[CH:31][CH:32]=1)[C:1](=[O:3])[CH3:2], predict the reactants needed to synthesize it. (3) Given the product [NH2:25][C:23]1[C:22]2[C:17](=[CH:18][C:19]([O:28][CH3:29])=[C:20]([O:26][CH3:27])[CH:21]=2)[N:16]=[C:15]([N:11]2[CH2:10][CH2:9][N:8]([C:6]([CH:1]3[CH2:2][CH:3]=[CH:4][CH2:5]3)=[O:7])[CH2:13][CH2:12]2)[N:24]=1, predict the reactants needed to synthesize it. The reactants are: [CH:1]1([C:6]([N:8]2[CH2:13][CH2:12][NH:11][CH2:10][CH2:9]2)=[O:7])[CH2:5][CH:4]=[CH:3][CH2:2]1.Cl[C:15]1[N:24]=[C:23]([NH2:25])[C:22]2[C:17](=[CH:18][C:19]([O:28][CH3:29])=[C:20]([O:26][CH3:27])[CH:21]=2)[N:16]=1. (4) Given the product [CH3:1][C:2]1[CH:3]=[N:4][N:5]([CH2:7][C:8]2[CH:9]=[CH:10][C:11]([CH2:12][N:13]3[CH:17]=[C:16]([C:18]([OH:20])=[O:19])[C:15](=[O:23])[NH:14]3)=[CH:24][CH:25]=2)[CH:6]=1, predict the reactants needed to synthesize it. The reactants are: [CH3:1][C:2]1[CH:3]=[N:4][N:5]([CH2:7][C:8]2[CH:25]=[CH:24][C:11]([CH2:12][N:13]3[CH:17]=[C:16]([C:18]([O:20]CC)=[O:19])[C:15](=[O:23])[NH:14]3)=[CH:10][CH:9]=2)[CH:6]=1.[OH-].[Li+].O. (5) Given the product [Br:19][C:8]1([Br:20])[C:5]2[CH:6]=[N:7][C:2]([Cl:1])=[CH:3][C:4]=2[N:10]([CH2:11][O:12][CH2:13][CH2:14][Si:15]([CH3:18])([CH3:17])[CH3:16])[C:9]1=[O:40], predict the reactants needed to synthesize it. The reactants are: [Cl:1][C:2]1[N:7]=[CH:6][C:5]2[CH:8]=[CH:9][N:10]([CH2:11][O:12][CH2:13][CH2:14][Si:15]([CH3:18])([CH3:17])[CH3:16])[C:4]=2[CH:3]=1.[Br-:19].[Br-:20].[Br-].[NH+]1C=CC=CC=1.[NH+]1C=CC=CC=1.[NH+]1C=CC=CC=1.[O:40]1CCOCC1. (6) Given the product [Cl:11][C:12]1[CH:13]=[CH:14][C:15]([N:31]2[CH:32]=[CH:33][C:34]([CH:3]=[O:4])=[CH:35]2)=[C:16]([C:18](=[O:19])[C:20]2[CH:25]=[CH:24][CH:23]=[C:22]([O:26][CH3:27])[C:21]=2[O:28][CH2:29][CH3:30])[CH:17]=1, predict the reactants needed to synthesize it. The reactants are: CN(C)[CH:3]=[O:4].P(Cl)(Cl)(Cl)=O.[Cl:11][C:12]1[CH:13]=[CH:14][C:15]([N:31]2[CH:35]=[CH:34][CH:33]=[CH:32]2)=[C:16]([C:18]([C:20]2[CH:25]=[CH:24][CH:23]=[C:22]([O:26][CH3:27])[C:21]=2[O:28][CH2:29][CH3:30])=[O:19])[CH:17]=1.C([O-])(=O)C.[Na+]. (7) The reactants are: [C:1]1([CH3:39])[CH:6]=[CH:5][C:4]([S:7]([N:10]2[CH2:18][CH2:17][N:16](S(C3C=CC(C)=CC=3)(=O)=O)[CH2:15][CH2:14][N:13](S(C3C=CC(C)=CC=3)(=O)=O)[CH2:12][CH2:11]2)(=[O:9])=[O:8])=[CH:3][CH:2]=1.[Br:40]C(Br)C.[BrH:44].C(O)(=O)C. Given the product [BrH:40].[BrH:44].[C:1]1([CH3:39])[CH:2]=[CH:3][C:4]([S:7]([N:10]2[CH2:11][CH2:12][NH:13][CH2:14][CH2:15][NH:16][CH2:17][CH2:18]2)(=[O:8])=[O:9])=[CH:5][CH:6]=1, predict the reactants needed to synthesize it.